From a dataset of Peptide-MHC class I binding affinity with 185,985 pairs from IEDB/IMGT. Regression. Given a peptide amino acid sequence and an MHC pseudo amino acid sequence, predict their binding affinity value. This is MHC class I binding data. (1) The peptide sequence is NPTQAPVIQLHAVY. The MHC is HLA-B51:01 with pseudo-sequence HLA-B51:01. The binding affinity (normalized) is 0. (2) The peptide sequence is RKAVFISPY. The MHC is HLA-A29:02 with pseudo-sequence HLA-A29:02. The binding affinity (normalized) is 0.410. (3) The peptide sequence is EIINFTISMR. The MHC is HLA-A11:01 with pseudo-sequence HLA-A11:01. The binding affinity (normalized) is 0.296. (4) The peptide sequence is TPENFSSLI. The MHC is HLA-B51:01 with pseudo-sequence HLA-B51:01. The binding affinity (normalized) is 0.299.